From a dataset of Acute oral toxicity (LD50) regression data from Zhu et al.. Regression/Classification. Given a drug SMILES string, predict its toxicity properties. Task type varies by dataset: regression for continuous values (e.g., LD50, hERG inhibition percentage) or binary classification for toxic/non-toxic outcomes (e.g., AMES mutagenicity, cardiotoxicity, hepatotoxicity). Dataset: ld50_zhu. (1) The rat oral LD50 is 1.66, given as -log10 of the dose in mol/kg body weight (higher means more acutely toxic). The drug is CSc1ccc(O)cc1C. (2) The molecule is Nc1ccccc1. The rat oral LD50 is 2.57, given as -log10 of the dose in mol/kg body weight (higher means more acutely toxic). (3) The compound is CCOC(=O)C(Br)CBr. The rat oral LD50 is 3.04, given as -log10 of the dose in mol/kg body weight (higher means more acutely toxic).